This data is from Catalyst prediction with 721,799 reactions and 888 catalyst types from USPTO. The task is: Predict which catalyst facilitates the given reaction. (1) Reactant: [C:1]([O:4][C:5]1[CH:26]=[CH:25][C:8]([C:9]2[CH:10]([CH2:23][CH3:24])[O:11][C:12]3[C:17]([CH:18]=2)=[CH:16][CH:15]=[C:14]([O:19][C:20](=[O:22])[CH3:21])[CH:13]=3)=[CH:7][CH:6]=1)(=[O:3])[CH3:2]. Product: [C:1]([O:4][C:5]1[CH:26]=[CH:25][C:8]([CH:9]2[CH2:18][C:17]3[C:12](=[CH:13][C:14]([O:19][C:20](=[O:22])[CH3:21])=[CH:15][CH:16]=3)[O:11][CH:10]2[CH2:23][CH3:24])=[CH:7][CH:6]=1)(=[O:3])[CH3:2]. The catalyst class is: 29. (2) Reactant: [CH:1](Br)([CH3:3])[CH3:2].[CH3:5][O:6][C:7]1[CH:8]=[C:9]([CH:15]=[CH:16][C:17]2[O:21][N:20]=[C:19]([CH2:22][CH:23]3[CH2:28][CH2:27][NH:26][CH2:25][CH2:24]3)[N:18]=2)[CH:10]=[CH:11][C:12]=1[O:13][CH3:14].C(=O)([O-])[O-].[K+].[K+]. Product: [CH3:5][O:6][C:7]1[CH:8]=[C:9]([CH:15]=[CH:16][C:17]2[O:21][N:20]=[C:19]([CH2:22][CH:23]3[CH2:28][CH2:27][N:26]([CH:1]([CH3:3])[CH3:2])[CH2:25][CH2:24]3)[N:18]=2)[CH:10]=[CH:11][C:12]=1[O:13][CH3:14]. The catalyst class is: 3. (3) Reactant: [F:1][C:2]1[C:3]([NH:22][CH3:23])=[CH:4][C:5]2[O:10][CH2:9][N:8]([C:11]3[CH:19]=[CH:18][C:14]([C:15](O)=[O:16])=[CH:13][CH:12]=3)[C:7](=[O:20])[C:6]=2[CH:21]=1.Cl.CN(C)CCCN=C=NCC.[Cl:36][C:37]1[S:41][C:40]([S:42]([NH2:45])(=[O:44])=[O:43])=[CH:39][CH:38]=1. Product: [Cl:36][C:37]1[S:41][C:40]([S:42]([NH:45][C:15](=[O:16])[C:14]2[CH:18]=[CH:19][C:11]([N:8]3[C:7](=[O:20])[C:6]4[CH:21]=[C:2]([F:1])[C:3]([NH:22][CH3:23])=[CH:4][C:5]=4[O:10][CH2:9]3)=[CH:12][CH:13]=2)(=[O:44])=[O:43])=[CH:39][CH:38]=1. The catalyst class is: 172. (4) Reactant: [CH3:1][C:2](=[O:7])[C:3]([CH3:6])([CH3:5])[CH3:4].C([N-]C(C)C)(C)C.[Li+].CCCCCC.[CH:22](=[O:27])[C:23]([CH3:26])([CH3:25])[CH3:24]. Product: [OH:7][CH:2]([C:3]([CH3:6])([CH3:5])[CH3:4])[CH2:1][C:22](=[O:27])[C:23]([CH3:26])([CH3:25])[CH3:24]. The catalyst class is: 1. (5) Reactant: [CH:1]1[C:13]2[C:12]3[O:11][C:10]4[CH2:14][CH2:15][CH2:16][CH2:17][C:9]=4[C:8]=3[CH:7]=[CH:6][C:5]=2[CH:4]=[CH:3][CH:2]=1.ClC1C(=O)C(C#N)=C(C#N)C(=O)C=1Cl. Product: [CH:1]1[C:13]2[C:12]3[O:11][C:10]4[CH:14]=[CH:15][CH:16]=[CH:17][C:9]=4[C:8]=3[CH:7]=[CH:6][C:5]=2[CH:4]=[CH:3][CH:2]=1. The catalyst class is: 12. (6) Reactant: [Cl:1][C:2]1[CH:10]=[CH:9][C:5]([C:6]([OH:8])=O)=[CH:4][CH:3]=1.CCN=C=N[CH2:16][CH2:17][CH2:18]N(C)C.Cl.[CH:23]1C=CC2N(O)N=NC=2C=1.[NH:33]=[C:34]1[N:38]([CH:39]2[CH2:44][CH2:43][CH2:42][N:41]([C:45]([O-:47])=[O:46])[CH2:40]2)[C:37]2[CH:48]=[CH:49][CH:50]=[CH:51][C:36]=2[NH:35]1. Product: [Cl:1][C:2]1[CH:3]=[CH:4][C:5]([C:6]([NH:33][C:34]2[N:38]([CH:39]3[CH2:44][CH2:43][CH2:42][N:41]([C:45]([O:47][C:17]([CH3:18])([CH3:23])[CH3:16])=[O:46])[CH2:40]3)[C:37]3[CH:48]=[CH:49][CH:50]=[CH:51][C:36]=3[N:35]=2)=[O:8])=[CH:9][CH:10]=1. The catalyst class is: 34. (7) Reactant: ON1C2N=CC=CC=2N=N1.[O:11]1[CH2:16][CH2:15][CH:14]([CH2:17][NH2:18])[CH2:13][CH2:12]1.N=C=N.[Cl:22][C:23]1[CH:28]=[C:27]([Cl:29])[CH:26]=[CH:25][C:24]=1[NH:30][C:31]1[CH:39]=[C:38]([C:40]([F:43])([F:42])[F:41])[C:34]([C:35](O)=[O:36])=[CH:33][N:32]=1. Product: [Cl:22][C:23]1[CH:28]=[C:27]([Cl:29])[CH:26]=[CH:25][C:24]=1[NH:30][C:31]1[CH:39]=[C:38]([C:40]([F:43])([F:41])[F:42])[C:34]([C:35]([NH:18][CH2:17][CH:14]2[CH2:15][CH2:16][O:11][CH2:12][CH2:13]2)=[O:36])=[CH:33][N:32]=1. The catalyst class is: 4.